This data is from Forward reaction prediction with 1.9M reactions from USPTO patents (1976-2016). The task is: Predict the product of the given reaction. Given the reactants [Cl:1][C:2]1[C:3]([OH:11])=[C:4]([CH:8]=[CH:9][CH:10]=1)[C:5]([OH:7])=O.C1N=CN(C(N2C=NC=C2)=O)C=1.[NH2:24][C:25]1[CH:26]=[C:27]([CH:31]2[CH2:36][CH2:35][N:34]([C:37](=[O:49])[CH2:38][N:39]3[C:43]([CH3:44])=[CH:42][C:41]([C:45]([F:48])([F:47])[F:46])=[N:40]3)[CH2:33][CH2:32]2)[CH:28]=[CH:29][CH:30]=1.N1(C2CCCCCCCCCC2)CCCN=CCCCCC1, predict the reaction product. The product is: [Cl:1][C:2]1[C:3]([OH:11])=[C:4]([CH:8]=[CH:9][CH:10]=1)[C:5]([NH:24][C:25]1[CH:30]=[CH:29][CH:28]=[C:27]([CH:31]2[CH2:32][CH2:33][N:34]([C:37](=[O:49])[CH2:38][N:39]3[C:43]([CH3:44])=[CH:42][C:41]([C:45]([F:48])([F:47])[F:46])=[N:40]3)[CH2:35][CH2:36]2)[CH:26]=1)=[O:7].